From a dataset of Catalyst prediction with 721,799 reactions and 888 catalyst types from USPTO. Predict which catalyst facilitates the given reaction. Reactant: [Al+3].[Cl-].[Cl-].[Cl-].[C:5](Cl)(=O)[C:6]([Cl:8])=[O:7].[F:11][C:12]([F:28])([F:27])[C:13]([N:15]1[CH2:20][CH2:19][CH:18]([C:21]2[CH:26]=[CH:25]C=[CH:23][CH:22]=2)[CH2:17][CH2:16]1)=[O:14].[Cl-].[Cl-].[Ca+2]. Product: [F:28][C:12]([F:11])([F:27])[C:13]([N:15]1[CH2:20][CH2:19][CH:18]([C:21]2[CH:26]=[CH:25][C:5]([C:6]([Cl:8])=[O:7])=[CH:23][CH:22]=2)[CH2:17][CH2:16]1)=[O:14]. The catalyst class is: 2.